Dataset: Full USPTO retrosynthesis dataset with 1.9M reactions from patents (1976-2016). Task: Predict the reactants needed to synthesize the given product. Given the product [NH3:2].[CH3:1][N:2]([CH3:7])[S:3]([N:19]1[CH2:18][C:17]2[N:13]([C:14]([CH:21]3[CH2:26][CH2:25][N:24]([C:27]4[CH:32]=[CH:31][CH:30]=[CH:29][N:28]=4)[CH2:23][CH2:22]3)=[N:15][N:16]=2)[C:12]2[CH:33]=[CH:34][C:9]([Cl:8])=[CH:10][C:11]=2[CH2:20]1)(=[O:5])=[O:4], predict the reactants needed to synthesize it. The reactants are: [CH3:1][N:2]([CH3:7])[S:3](Cl)(=[O:5])=[O:4].[Cl:8][C:9]1[CH:34]=[CH:33][C:12]2[N:13]3[C:17]([CH2:18][NH:19][CH2:20][C:11]=2[CH:10]=1)=[N:16][N:15]=[C:14]3[CH:21]1[CH2:26][CH2:25][N:24]([C:27]2[CH:32]=[CH:31][CH:30]=[CH:29][N:28]=2)[CH2:23][CH2:22]1.N1C=CC=CC=1.